From a dataset of Reaction yield outcomes from USPTO patents with 853,638 reactions. Predict the reaction yield, written as a fraction of the theoretical maximum amount of product (1.0 means a 100% yield; for example, 0.34 means a 34% yield). (1) The reactants are [OH:1][C:2]1[CH:3]=[C:4]([CH:8]=[CH:9][C:10]=1[I:11])[C:5]([OH:7])=[O:6].[C:12]1(C)C=CC(S(O)(=O)=O)=CC=1.O. The catalyst is CO. The product is [OH:1][C:2]1[CH:3]=[C:4]([CH:8]=[CH:9][C:10]=1[I:11])[C:5]([O:7][CH3:12])=[O:6]. The yield is 0.930. (2) The reactants are C[O:2][C:3](=[O:23])[C@@H:4]([NH:13][C:14](=[O:22])[C:15]1[CH:20]=[CH:19][CH:18]=[C:17](Br)[CH:16]=1)[CH2:5][C:6]1[CH:11]=[CH:10][C:9](Br)=[CH:8][CH:7]=1.[CH3:24][O:25][C:26]1[CH:31]=[CH:30][C:29](B(O)O)=[CH:28][CH:27]=1. No catalyst specified. The product is [CH3:24][O:25][C:26]1[CH:31]=[CH:30][C:29]([C:17]2[CH:18]=[CH:19][CH:20]=[C:15]([C:14]([NH:13][C@@H:4]([CH2:5][C:6]3[CH:11]=[CH:10][C:9]([C:29]4[CH:30]=[CH:31][C:26]([O:25][CH3:24])=[CH:27][CH:28]=4)=[CH:8][CH:7]=3)[C:3]([OH:2])=[O:23])=[O:22])[CH:16]=2)=[CH:28][CH:27]=1. The yield is 0.830. (3) The reactants are [C:14]1(P([C:14]2[CH:19]=[CH:18][CH:17]=[CH:16][CH:15]=2)[C:14]2[CH:19]=[CH:18][CH:17]=[CH:16][CH:15]=2)[CH:19]=[CH:18][CH:17]=[CH:16][CH:15]=1.[CH:20]([OH:23])([CH3:22])[CH3:21].C(OP([CH2:32][C:33]1C=CC=C[CH:34]=1)(=O)OCC)C.[O-:39]P([O-])([O-])=O.[K+].[K+].[K+]. The catalyst is C(#N)C.CC([O-])=O.CC([O-])=O.[Pd+2]. The product is [CH2:34]([C:33]1[O:23][C:20]([CH:22]=[O:39])=[CH:21][CH:32]=1)[C:14]1[CH:15]=[CH:16][CH:17]=[CH:18][CH:19]=1. The yield is 0.650. (4) The reactants are [CH2:1]([O:5][C:6]1[CH:7]=[C:8]([CH:16]=[CH:17][CH:18]=1)[O:9][CH2:10][C:11]([O:13]CC)=[O:12])[CH:2]([CH3:4])[CH3:3].CCO.[OH-].[K+].Cl. The catalyst is O. The product is [CH2:1]([O:5][C:6]1[CH:7]=[C:8]([CH:16]=[CH:17][CH:18]=1)[O:9][CH2:10][C:11]([OH:13])=[O:12])[CH:2]([CH3:4])[CH3:3]. The yield is 0.640. (5) The reactants are [CH3:1][NH:2][C:3]1[N:8]=[C:7]([N:9]2[CH2:14][CH2:13][N:12]([CH3:15])[CH2:11][CH2:10]2)[N:6]=[C:5]([N:16]2[CH2:21][CH2:20][N:19]([CH2:22][C:23](O)=[O:24])[CH2:18][CH2:17]2)[N:4]=1.[F:26][C:27]([F:37])([F:36])C1C=CC=CC=1CN.C([N:41]([CH:44](C)C)CC)(C)C.F[P-](F)(F)(F)(F)F.N1(O[P+](N(C)C)(N(C)C)N(C)C)[C:58]2[CH:59]=[CH:60][CH:61]=[CH:62][C:57]=2N=N1.CN(C=[O:78])C. No catalyst specified. The product is [CH3:1][NH:2][C:3]1[N:8]=[C:7]([N:9]2[CH2:10][CH2:11][N:12]([CH3:15])[CH2:13][CH2:14]2)[N:6]=[C:5]([N:16]2[CH2:21][CH2:20][N:19]([CH2:22][C:23]([NH:41][CH2:44][C:57]3[CH:62]=[CH:61][CH:60]=[CH:59][C:58]=3[O:78][C:27]([F:26])([F:36])[F:37])=[O:24])[CH2:18][CH2:17]2)[N:4]=1. The yield is 0.200. (6) The reactants are FC(F)(F)C(O)=O.[F:8][C:9]1[C:14]([C:15]([C:17]2[N:18]=[CH:19][N:20](C(C3C=CC=CC=3)(C3C=CC=CC=3)C3C=CC=CC=3)[CH:21]=2)=[O:16])=[CH:13][CH:12]=[CH:11][N:10]=1. No catalyst specified. The product is [F:8][C:9]1[C:14]([C:15]([C:17]2[N:18]=[CH:19][NH:20][CH:21]=2)=[O:16])=[CH:13][CH:12]=[CH:11][N:10]=1. The yield is 0.510.